This data is from Forward reaction prediction with 1.9M reactions from USPTO patents (1976-2016). The task is: Predict the product of the given reaction. (1) Given the reactants [CH3:1][O:2][C:3]1[CH:43]=[CH:42][C:6]([CH2:7][NH:8][C:9]2[O:10][C:11]([C:14]3[CH:15]=[C:16]4[C:20](=[CH:21][CH:22]=3)[N:19]([S:23]([C:26]3[CH:32]=[CH:31][C:29]([CH3:30])=[CH:28][CH:27]=3)(=[O:25])=[O:24])[CH:18]=[C:17]4B3OC(C)(C)C(C)(C)O3)=[N:12][N:13]=2)=[CH:5][CH:4]=1.Br[C:45]1[CH:50]=[CH:49][C:48]([S:51]([CH3:54])(=[O:53])=[O:52])=[CH:47][N:46]=1.CC(C1C=C(C(C)C)C(C2C=CC=CC=2P(C2CCCCC2)C2CCCCC2)=C(C(C)C)C=1)C.P([O-])([O-])([O-])=O.[K+].[K+].[K+], predict the reaction product. The product is: [CH3:1][O:2][C:3]1[CH:43]=[CH:42][C:6]([CH2:7][NH:8][C:9]2[O:10][C:11]([C:14]3[CH:15]=[C:16]4[C:20](=[CH:21][CH:22]=3)[N:19]([S:23]([C:26]3[CH:32]=[CH:31][C:29]([CH3:30])=[CH:28][CH:27]=3)(=[O:25])=[O:24])[CH:18]=[C:17]4[C:45]3[CH:50]=[CH:49][C:48]([S:51]([CH3:54])(=[O:53])=[O:52])=[CH:47][N:46]=3)=[N:12][N:13]=2)=[CH:5][CH:4]=1. (2) Given the reactants [NH:1]1[C:9]2[C:4](=[CH:5][CH:6]=[CH:7][CH:8]=2)[C:3]([C:10]([OH:12])=O)=[CH:2]1.CCN=C=NCCCN(C)C.Cl.C1C=CC2N(O)N=NC=2C=1.O.Cl.[NH2:37][CH2:38][CH2:39][NH:40][C:41](=[O:54])[C:42]1[CH:47]=[CH:46][C:45]([O:48][CH2:49][C:50]([F:53])([F:52])[F:51])=[N:44][CH:43]=1.CCN(C(C)C)C(C)C, predict the reaction product. The product is: [F:53][C:50]([F:51])([F:52])[CH2:49][O:48][C:45]1[CH:46]=[CH:47][C:42]([C:41]([NH:40][CH2:39][CH2:38][NH:37][C:10]([C:3]2[C:4]3[C:9](=[CH:8][CH:7]=[CH:6][CH:5]=3)[NH:1][CH:2]=2)=[O:12])=[O:54])=[CH:43][N:44]=1. (3) Given the reactants C(O)(C(F)(F)F)=O.C(OC([N:15]1[CH2:20][CH2:19][N:18]([C:21]2[O:25][N:24]=[C:23]([C:26]3[CH:35]=[CH:34][C:33]4[C:32]([CH3:37])([CH3:36])[CH2:31][CH2:30][C:29]([CH3:39])([CH3:38])[C:28]=4[CH:27]=3)[CH:22]=2)[CH2:17][CH2:16]1)=O)(C)(C)C, predict the reaction product. The product is: [CH3:36][C:32]1([CH3:37])[CH2:31][CH2:30][C:29]([CH3:38])([CH3:39])[C:28]2[CH:27]=[C:26]([C:23]3[CH:22]=[C:21]([N:18]4[CH2:17][CH2:16][NH:15][CH2:20][CH2:19]4)[O:25][N:24]=3)[CH:35]=[CH:34][C:33]1=2. (4) Given the reactants [Br:1][C:2]1[C:3](OC)=[C:4]([C:18]#[N:19])[C:5](=[O:17])[N:6]([CH:8]([CH:14]([CH3:16])[CH3:15])[C:9](OCC)=O)[CH:7]=1.[OH2:22].[NH2:23][NH2:24].[OH2:25].[CH2:26](O)[CH3:27], predict the reaction product. The product is: [NH2:19][C:18]1[C:4]2[C:5](=[O:17])[N:6]([CH:8]([CH:14]([CH3:15])[CH3:16])[C:9]([O:25][CH2:26][CH3:27])=[O:22])[CH:7]=[C:2]([Br:1])[C:3]=2[NH:24][N:23]=1. (5) Given the reactants [Br:1][C:2]1[CH:3]=[N:4][CH:5]=[CH:6][C:7]=1[OH:8].[CH3:9]N(C)C=O.C(=O)([O-])[O-].[K+].[K+].CI, predict the reaction product. The product is: [Br:1][C:2]1[C:7](=[O:8])[CH:6]=[CH:5][N:4]([CH3:9])[CH:3]=1.